This data is from Full USPTO retrosynthesis dataset with 1.9M reactions from patents (1976-2016). The task is: Predict the reactants needed to synthesize the given product. (1) The reactants are: [CH3:1][C:2]1[CH:3]=[C:4]([CH2:14][N:15]2[CH:26]=[C:18]3[C:19]([C:23]([OH:25])=O)=[N:20][CH:21]=[CH:22][C:17]3=[N:16]2)[CH:5]=[N:6][C:7]=1[O:8][CH2:9][C:10]([F:13])([F:12])[F:11].C(N(CC)CC)C.CN(C(O[N:42]1N=N[C:44]2C=CC=[CH:48][C:43]1=2)=[N+](C)C)C.F[P-](F)(F)(F)(F)F.C(N)(C)C. Given the product [CH:43]([NH:42][C:23]([C:19]1[C:18]2=[CH:26][N:15]([CH2:14][C:4]3[CH:5]=[N:6][C:7]([O:8][CH2:9][C:10]([F:11])([F:12])[F:13])=[C:2]([CH3:1])[CH:3]=3)[N:16]=[C:17]2[CH:22]=[CH:21][N:20]=1)=[O:25])([CH3:48])[CH3:44], predict the reactants needed to synthesize it. (2) Given the product [Br:10][C:11]1[CH:12]=[N:13][CH:14]=[CH:15][C:16]=1[CH2:17][O:18][C:19]1[CH:20]=[N:21][C:22]([N:25]2[CH2:30][CH2:29][N:28]([C:31]3[N:32]=[C:50]([C@@H:49]([O:48][CH3:47])[CH3:53])[O:34][N:33]=3)[CH2:27][C@H:26]2[CH3:35])=[N:23][CH:24]=1, predict the reactants needed to synthesize it. The reactants are: C(N(C(C)C)C(C)C)C.[Br:10][C:11]1[CH:12]=[N:13][CH:14]=[CH:15][C:16]=1[CH2:17][O:18][C:19]1[CH:20]=[N:21][C:22]([N:25]2[CH2:30][CH2:29][N:28](/[C:31](=[N:33]/[OH:34])/[NH2:32])[CH2:27][C@H:26]2[CH3:35])=[N:23][CH:24]=1.O.ON1C2C=CC=CC=2N=N1.[CH3:47][O:48][C@@H:49]([CH3:53])[C:50](O)=O.Cl.CN(C)CCCN=C=NCC. (3) Given the product [NH2:5][C:6]1[C:16]([NH:17][CH:2]([CH3:4])[CH3:3])=[CH:15][CH:14]=[CH:13][C:7]=1[C:8]([O:10][CH2:11][CH3:12])=[O:9], predict the reactants needed to synthesize it. The reactants are: I[CH:2]([CH3:4])[CH3:3].[NH2:5][C:6]1[C:16]([NH2:17])=[CH:15][CH:14]=[CH:13][C:7]=1[C:8]([O:10][CH2:11][CH3:12])=[O:9]. (4) Given the product [NH2:16][C:15]1[N:31]([CH2:30][CH2:29][OH:28])[N:32]=[C:17]([C:18]2[CH:19]=[C:20]([CH3:24])[CH:21]=[CH:22][CH:23]=2)[C:14]=1[C:12]1[CH:11]=[CH:10][C:9]2[N:5]([CH:1]3[CH2:4][CH2:3][CH2:2]3)[C:6](=[O:27])[N:7]([CH3:26])[C:8]=2[CH:13]=1, predict the reactants needed to synthesize it. The reactants are: [CH:1]1([N:5]2[C:9]3[CH:10]=[CH:11][C:12]([CH:14]([C:17](=O)[C:18]4[CH:19]=[C:20]([CH3:24])[CH:21]=[CH:22][CH:23]=4)[C:15]#[N:16])=[CH:13][C:8]=3[N:7]([CH3:26])[C:6]2=[O:27])[CH2:4][CH2:3][CH2:2]1.[OH:28][CH2:29][CH2:30][NH:31][NH2:32].C(=O)(O)[O-].[Na+]. (5) Given the product [CH2:1]([O:3][C:4](=[O:17])[CH2:5][C@@H:6]([NH:13][C:14](=[O:16])[CH3:15])[C@H:7]([CH3:12])[C@H:8]([CH3:11])[CH2:9][CH3:10])[CH3:2], predict the reactants needed to synthesize it. The reactants are: [CH2:1]([O:3][C:4](=[O:17])/[CH:5]=[C:6](\[NH:13][C:14](=[O:16])[CH3:15])/[C@H:7]([CH3:12])[C@H:8]([CH3:11])[CH:9]=[CH2:10])[CH3:2].